Task: Predict the reaction yield, written as a fraction of the theoretical maximum amount of product (1.0 means a 100% yield; for example, 0.34 means a 34% yield).. Dataset: Reaction yield outcomes from USPTO patents with 853,638 reactions (1) The reactants are [NH:1]1[CH2:4][CH:3]([O:5][C:6]2[N:10]([C:11]3[CH:16]=[CH:15][N:14]=[C:13]([NH2:17])[N:12]=3)[C:9]3[CH:18]=[C:19]([Br:22])[CH:20]=[CH:21][C:8]=3[N:7]=2)[CH2:2]1.C(N(CC)CC)C.Br[CH2:31][CH2:32][OH:33]. No catalyst specified. The product is [NH2:17][C:13]1[N:12]=[C:11]([N:10]2[C:9]3[CH:18]=[C:19]([Br:22])[CH:20]=[CH:21][C:8]=3[N:7]=[C:6]2[O:5][CH:3]2[CH2:2][N:1]([CH2:31][CH2:32][OH:33])[CH2:4]2)[CH:16]=[CH:15][N:14]=1. The yield is 0.500. (2) The reactants are C[O:2][C:3]([C:5]1[CH:6]=[C:7]2[C:12](=[CH:13][CH:14]=1)[NH:11][CH:10]([C:15]1[CH:20]=[CH:19][C:18]([F:21])=[C:17]([Cl:22])[CH:16]=1)[CH2:9][C:8]2([CH3:24])[CH3:23])=[O:4].[OH-].[Na+].Cl. The catalyst is CO.O1CCCC1.O. The product is [Cl:22][C:17]1[CH:16]=[C:15]([CH:10]2[CH2:9][C:8]([CH3:23])([CH3:24])[C:7]3[C:12](=[CH:13][CH:14]=[C:5]([C:3]([OH:4])=[O:2])[CH:6]=3)[NH:11]2)[CH:20]=[CH:19][C:18]=1[F:21]. The yield is 0.950. (3) The reactants are [Cl:1][C:2]1[CH:3]=[C:4]2[C:9](=[CH:10][C:11]=1[O:12][C:13](=[O:15])[CH3:14])[O:8][CH:7]=[C:6]([C:16]1[CH:21]=[CH:20][C:19]([O:22][C:23](=[O:25])[CH3:24])=[CH:18][CH:17]=1)[C:5]2=[O:26]. The catalyst is O=[Pt]=O.C(OCC)(=O)C. The product is [Cl:1][C:2]1[CH:3]=[C:4]2[C:9](=[CH:10][C:11]=1[O:12][C:13](=[O:15])[CH3:14])[O:8][CH2:7][CH:6]([C:16]1[CH:21]=[CH:20][C:19]([O:22][C:23](=[O:25])[CH3:24])=[CH:18][CH:17]=1)[C:5]2=[O:26]. The yield is 0.600. (4) The reactants are [O:1]1[CH2:6][CH2:5][CH2:4][O:3][CH:2]1[C:7]1[C:12]2[O:13][C:14](=[O:27])[C:15]3[CH2:16][N:17](C(OCC=C)=O)[CH2:18][CH2:19][C:20]=3[C:11]=2[CH:10]=[CH:9][C:8]=1[OH:28].C1([SiH3])C=CC=CC=1. The catalyst is C(Cl)Cl.C1C=CC([P]([Pd]([P](C2C=CC=CC=2)(C2C=CC=CC=2)C2C=CC=CC=2)([P](C2C=CC=CC=2)(C2C=CC=CC=2)C2C=CC=CC=2)[P](C2C=CC=CC=2)(C2C=CC=CC=2)C2C=CC=CC=2)(C2C=CC=CC=2)C2C=CC=CC=2)=CC=1. The product is [O:1]1[CH2:6][CH2:5][CH2:4][O:3][CH:2]1[C:7]1[C:12]2[O:13][C:14](=[O:27])[C:15]3[CH2:16][NH:17][CH2:18][CH2:19][C:20]=3[C:11]=2[CH:10]=[CH:9][C:8]=1[OH:28]. The yield is 0.980. (5) The reactants are [CH3:1][CH2:2][CH2:3][CH2:4][C:5]1[CH:6]=[CH:7][C:8]([OH:11])=[CH:9][CH:10]=1.N1C=CC=CC=1.[C:18](Cl)(=[O:20])[CH3:19]. The catalyst is ClCCl. The product is [CH3:1][CH2:2][CH2:3][CH2:4][C:5]1[CH:10]=[CH:9][C:8]([O:11][C:18]([CH3:19])=[O:20])=[CH:7][CH:6]=1. The yield is 0.800. (6) The reactants are Br[C:2]1[N:6]([CH2:7][C:8]2[CH:13]=[CH:12][C:11]([O:14][CH3:15])=[CH:10][CH:9]=2)[N:5]=[N:4][N:3]=1.[NH:16]([CH2:18][CH2:19][CH2:20][N:21]([CH3:23])[CH3:22])[NH2:17]. The catalyst is CC(O)C. The product is [CH3:15][O:14][C:11]1[CH:12]=[CH:13][C:8]([CH2:7][N:6]2[C:2]([N:16]([CH2:18][CH2:19][CH2:20][N:21]([CH3:23])[CH3:22])[NH2:17])=[N:3][N:4]=[N:5]2)=[CH:9][CH:10]=1. The yield is 0.570. (7) The product is [OH:20][C:13]1[CH:14]=[CH:15][C:16]2[C@@H:17]3[C@H:8]([C@H:5]4[C@@:3]([CH2:19][CH2:18]3)([CH3:4])[C@@H:2]([OH:1])[CH2:7][CH2:6]4)[C@H:9]([CH2:22][CH2:23][CH2:24][CH2:25][CH2:26][CH2:27][CH2:28][CH2:29][CH2:30][CH:31]([CH2:37][CH2:38][CH2:39][C:40]([F:45])([F:46])[C:41]([F:42])([F:43])[F:44])[C:32]([O:34][CH2:35][CH3:36])=[O:33])[CH2:10][C:11]=2[CH:12]=1. The catalyst is ClCCl. The yield is 0.720. The reactants are [OH:1][C@H:2]1[CH2:7][CH2:6][C@H:5]2[C@H:8]3[C@H:17]([CH2:18][CH2:19][C@:3]12[CH3:4])[C:16]1[CH:15]=[CH:14][C:13]([O:20]C)=[CH:12][C:11]=1[CH2:10][C@H:9]3[CH2:22][CH2:23][CH2:24][CH2:25][CH2:26][CH2:27][CH2:28][CH2:29][CH2:30][CH:31]([CH2:37][CH2:38][CH2:39][C:40]([F:46])([F:45])[C:41]([F:44])([F:43])[F:42])[C:32]([O:34][CH2:35][CH3:36])=[O:33].[Br-].[Br-].[Br-].B.O.